Predict the product of the given reaction. From a dataset of Forward reaction prediction with 1.9M reactions from USPTO patents (1976-2016). (1) Given the reactants [N+:1]([C:4]1[CH:9]=[CH:8][C:7]([NH:10][CH2:11][CH2:12][C:13]2[CH:18]=[CH:17][CH:16]=[CH:15][N:14]=2)=[CH:6][CH:5]=1)([O-:3])=[O:2].[C:19](OC(=O)C)(=[O:21])[CH3:20], predict the reaction product. The product is: [N+:1]([C:4]1[CH:9]=[CH:8][C:7]([N:10]([CH2:11][CH2:12][C:13]2[CH:18]=[CH:17][CH:16]=[CH:15][N:14]=2)[C:19](=[O:21])[CH3:20])=[CH:6][CH:5]=1)([O-:3])=[O:2]. (2) Given the reactants [N+:1]([C:4]1[O:8][C:7]([C:9](Cl)=[O:10])=[CH:6][CH:5]=1)([O-:3])=[O:2].[NH:12]([C:14]1[S:15][C:16]2[CH:22]=[C:21]([N+:23]([O-:25])=[O:24])[CH:20]=[CH:19][C:17]=2[N:18]=1)[NH2:13], predict the reaction product. The product is: [N+:23]([C:21]1[CH:20]=[CH:19][C:17]2[N:18]=[C:14]([NH:12][NH:13][C:9]([C:7]3[O:8][C:4]([N+:1]([O-:3])=[O:2])=[CH:5][CH:6]=3)=[O:10])[S:15][C:16]=2[CH:22]=1)([O-:25])=[O:24].